Dataset: Forward reaction prediction with 1.9M reactions from USPTO patents (1976-2016). Task: Predict the product of the given reaction. (1) Given the reactants C[O:2][C:3](=[O:44])[C:4]1[CH:9]=[CH:8][C:7]([O:10][CH2:11][CH2:12][CH2:13][O:14]/[N:15]=[CH:16]/[C:17]2[CH:22]=[CH:21][C:20]([C:23]([CH3:26])([CH3:25])[CH3:24])=[CH:19][CH:18]=2)=[CH:6][C:5]=1[NH:27][C:28](=[O:43])[C:29]1[CH:34]=[C:33]([C:35]([F:38])([F:37])[F:36])[CH:32]=[C:31]([C:39]([F:42])([F:41])[F:40])[CH:30]=1.[OH-].[Na+].O, predict the reaction product. The product is: [F:36][C:35]([F:37])([F:38])[C:33]1[CH:34]=[C:29]([CH:30]=[C:31]([C:39]([F:41])([F:40])[F:42])[CH:32]=1)[C:28]([NH:27][C:5]1[CH:6]=[C:7]([O:10][CH2:11][CH2:12][CH2:13][O:14]/[N:15]=[CH:16]/[C:17]2[CH:22]=[CH:21][C:20]([C:23]([CH3:24])([CH3:25])[CH3:26])=[CH:19][CH:18]=2)[CH:8]=[CH:9][C:4]=1[C:3]([OH:44])=[O:2])=[O:43]. (2) Given the reactants Br[C:2]1[S:6][C:5]2=[N:7][CH:8]=[C:9]([S:10](Cl)(=[O:12])=[O:11])[N:4]2[N:3]=1.C([N:16]([CH2:19][CH3:20])CC)C.[CH2:21]([NH2:23])[CH3:22], predict the reaction product. The product is: [CH2:21]([NH:23][S:10]([C:9]1[N:4]2[C:5]([S:6][C:2]([NH:16][CH2:19][CH3:20])=[N:3]2)=[N:7][CH:8]=1)(=[O:12])=[O:11])[CH3:22]. (3) Given the reactants [F:1][C:2]([F:22])([F:21])[C:3]([NH:5][C:6]1[CH:11]=[CH:10][C:9]([NH:12][C:13](=[O:20])OCC(Cl)(Cl)Cl)=[CH:8][CH:7]=1)=[O:4].[C:23]1([C:29]2[N:30]=[C:31]([N:34]3[CH2:39][CH2:38][NH:37][CH2:36][CH2:35]3)[S:32][CH:33]=2)[CH:28]=[CH:27][CH:26]=[CH:25][CH:24]=1.C(N(C(C)C)CC)(C)C.CS(C)=O, predict the reaction product. The product is: [C:23]1([C:29]2[N:30]=[C:31]([N:34]3[CH2:39][CH2:38][N:37]([C:13]([NH:12][C:9]4[CH:8]=[CH:7][C:6]([NH:5][C:3](=[O:4])[C:2]([F:1])([F:21])[F:22])=[CH:11][CH:10]=4)=[O:20])[CH2:36][CH2:35]3)[S:32][CH:33]=2)[CH:24]=[CH:25][CH:26]=[CH:27][CH:28]=1. (4) The product is: [CH:1]1([N:4]2[CH:8]=[CH:7][C:6]([C:9]([OH:11])=[O:10])=[N:5]2)[CH2:2][CH2:3]1. Given the reactants [CH:1]1([N:4]2[CH:8]=[CH:7][C:6]([C:9]([O:11]C)=[O:10])=[N:5]2)[CH2:3][CH2:2]1.O[Li].O, predict the reaction product.